This data is from Forward reaction prediction with 1.9M reactions from USPTO patents (1976-2016). The task is: Predict the product of the given reaction. Given the reactants [N:1]1[C:5]2[CH:6]=[CH:7][CH:8]=[CH:9][C:4]=2[NH:3][CH:2]=1.[CH3:10][O:11][C:12]1[CH:23]=[CH:22][C:15]([C:16]([O:18][CH2:19][CH2:20]Cl)=[O:17])=[CH:14][CH:13]=1, predict the reaction product. The product is: [CH3:10][O:11][C:12]1[CH:23]=[CH:22][C:15]([C:16]([O:18][CH2:19][CH2:20][N:1]2[C:5]3[CH:6]=[CH:7][CH:8]=[CH:9][C:4]=3[N:3]=[C:2]2[C:4]2[CH:9]=[CH:8][CH:7]=[CH:6][CH:5]=2)=[O:17])=[CH:14][CH:13]=1.